This data is from Full USPTO retrosynthesis dataset with 1.9M reactions from patents (1976-2016). The task is: Predict the reactants needed to synthesize the given product. (1) Given the product [C:20]([NH:19][C:17]1[S:18][C:14]([C:9]2[CH:8]=[C:7]([NH:6][C:31]([C:27]3[S:26][C:25]([CH3:24])=[N:29][C:28]=3[CH3:30])=[O:32])[C:12]([Cl:13])=[N:11][CH:10]=2)=[CH:15][N:16]=1)(=[O:22])[CH3:21], predict the reactants needed to synthesize it. The reactants are: P(Cl)(Cl)(Cl)=O.[NH2:6][C:7]1[CH:8]=[C:9]([C:14]2[S:18][C:17]([NH:19][C:20](=[O:22])[CH3:21])=[N:16][C:15]=2C)[CH:10]=[N:11][C:12]=1[Cl:13].[CH3:24][C:25]1[S:26][C:27]([C:31](O)=[O:32])=[C:28]([CH3:30])[N:29]=1. (2) Given the product [CH3:13][N:14]1[CH2:19][CH2:18][N:17]([C:2]2[C:11]3[C:6](=[CH:7][CH:8]=[CH:9][CH:10]=3)[C:5](=[O:12])[NH:4][N:3]=2)[CH2:16][CH2:15]1, predict the reactants needed to synthesize it. The reactants are: Cl[C:2]1[C:11]2[C:6](=[CH:7][CH:8]=[CH:9][CH:10]=2)[C:5](=[O:12])[NH:4][N:3]=1.[CH3:13][N:14]1[CH2:19][CH2:18][NH:17][CH2:16][CH2:15]1. (3) Given the product [CH3:30][O:29][C:28]1[CH:27]=[C:26]([CH3:31])[C:25]2[NH:24][C:23](=[O:32])[C:22]3[S:33][CH:34]=[CH:35][C:21]=3[C:20]=2[C:19]=1[C:2]1[CH:7]=[CH:6][C:5]([C@H:8]([NH:10][C:11](=[O:17])[O:12][C:13]([CH3:16])([CH3:15])[CH3:14])[CH3:9])=[CH:4][CH:3]=1, predict the reactants needed to synthesize it. The reactants are: Br[C:2]1[CH:7]=[CH:6][C:5]([C@H:8]([NH:10][C:11](=[O:17])[O:12][C:13]([CH3:16])([CH3:15])[CH3:14])[CH3:9])=[CH:4][CH:3]=1.Br[C:19]1[C:20]2[C:21]3[CH:35]=[CH:34][S:33][C:22]=3[C:23](=[O:32])[NH:24][C:25]=2[C:26]([CH3:31])=[CH:27][C:28]=1[O:29][CH3:30].